From a dataset of Full USPTO retrosynthesis dataset with 1.9M reactions from patents (1976-2016). Predict the reactants needed to synthesize the given product. (1) Given the product [F:1][C:2]1[CH:3]=[C:4]([CH:9]=[CH:10][C:11]=1[C:12]1[CH:13]=[C:14]2[C:19](=[CH:20][CH:21]=1)[C:18](=[O:22])[N:17]([CH2:23][CH2:24][N:25]1[CH2:29][CH2:28][CH2:27][C@H:26]1[CH3:30])[CH2:16][CH2:15]2)[C:5]([OH:7])=[O:6], predict the reactants needed to synthesize it. The reactants are: [F:1][C:2]1[CH:3]=[C:4]([CH:9]=[CH:10][C:11]=1[C:12]1[CH:13]=[C:14]2[C:19](=[CH:20][CH:21]=1)[C:18](=[O:22])[N:17]([CH2:23][CH2:24][N:25]1[CH2:29][CH2:28][CH2:27][C@H:26]1[CH3:30])[CH2:16][CH2:15]2)[C:5]([O:7]C)=[O:6]. (2) Given the product [C:1]([O:4][CH2:5][CH2:6][N:7]([CH2:8][C:9]1[CH:14]=[CH:13][C:12]([CH2:15][NH2:16])=[CH:11][CH:10]=1)[CH2:26][CH2:27][CH2:28][CH2:29][N:30]([CH2:31][CH2:32][CH3:33])[CH2:34][CH2:35][CH3:36])(=[O:3])[CH3:2], predict the reactants needed to synthesize it. The reactants are: [C:1]([O:4][CH2:5][CH2:6][N:7]([CH2:26][CH2:27][CH2:28][CH2:29][N:30]([CH2:34][CH2:35][CH3:36])[CH2:31][CH2:32][CH3:33])[CH2:8][C:9]1[CH:14]=[CH:13][C:12]([CH2:15][N:16]=CC2C=CC(OC)=CC=2)=[CH:11][CH:10]=1)(=[O:3])[CH3:2].Cl. (3) Given the product [N:50]([CH2:26][CH2:25][O:24][C:21]1[CH:22]=[CH:23][C:16]2[S:15][C:14](=[C:11]3[S:10][C:9](=[N:28][C:29]4[CH:30]=[C:31]([NH:38][C:39](=[O:44])[CH2:40][N:41]([CH3:43])[CH3:42])[CH:32]=[CH:33][C:34]=4[NH:35][CH2:36][CH3:37])[N:8]([CH2:1][C:2]4[CH:7]=[CH:6][CH:5]=[CH:4][CH:3]=4)[C:12]3=[O:13])[N:18]([CH3:19])[C:17]=2[CH:20]=1)=[N+:51]=[N-:52], predict the reactants needed to synthesize it. The reactants are: [CH2:1]([N:8]1[C:12](=[O:13])[C:11](=[C:14]2[N:18]([CH3:19])[C:17]3[CH:20]=[C:21]([O:24][CH2:25][CH2:26]Cl)[CH:22]=[CH:23][C:16]=3[S:15]2)[S:10][C:9]1=[N:28][C:29]1[CH:30]=[C:31]([NH:38][C:39](=[O:44])[CH2:40][N:41]([CH3:43])[CH3:42])[CH:32]=[CH:33][C:34]=1[NH:35][CH2:36][CH3:37])[C:2]1[CH:7]=[CH:6][CH:5]=[CH:4][CH:3]=1.CN(C=O)C.[N-:50]=[N+:51]=[N-:52].[Na+].[I-].[Na+]. (4) Given the product [CH2:15]([O:17][C:18](=[O:29])[C:19]1[CH:24]=[CH:23][CH:22]=[C:21]([NH:25][C:26]2[S:27][CH:2]=[C:3]([C:5]3[N:9]4[CH:10]=[CH:11][CH:12]=[CH:13][C:8]4=[N:7][C:6]=3[CH3:14])[N:28]=2)[CH:20]=1)[CH3:16], predict the reactants needed to synthesize it. The reactants are: Br[CH2:2][C:3]([C:5]1[N:9]2[CH:10]=[CH:11][CH:12]=[CH:13][C:8]2=[N:7][C:6]=1[CH3:14])=O.[CH2:15]([O:17][C:18](=[O:29])[C:19]1[CH:24]=[CH:23][CH:22]=[C:21]([NH:25][C:26]([NH2:28])=[S:27])[CH:20]=1)[CH3:16]. (5) Given the product [F:24][C:3]([F:2])([F:23])[C:4]1[CH:22]=[CH:21][CH:20]=[CH:19][C:5]=1[CH:6]([O:14][CH:15]1[CH2:18][N:17]([C:36]([NH:35][C:33]2[CH:32]=[CH:31][C:30]3[O:25][CH2:26][CH2:27][O:28][C:29]=3[CH:34]=2)=[O:37])[CH2:16]1)[C:7]1[CH:12]=[CH:11][C:10]([Cl:13])=[CH:9][CH:8]=1, predict the reactants needed to synthesize it. The reactants are: Cl.[F:2][C:3]([F:24])([F:23])[C:4]1[CH:22]=[CH:21][CH:20]=[CH:19][C:5]=1[CH:6]([O:14][CH:15]1[CH2:18][NH:17][CH2:16]1)[C:7]1[CH:12]=[CH:11][C:10]([Cl:13])=[CH:9][CH:8]=1.[O:25]1[C:30]2[CH:31]=[CH:32][C:33]([N:35]=[C:36]=[O:37])=[CH:34][C:29]=2[O:28][CH2:27][CH2:26]1.FC(F)(F)C1C=CC=CC=1C(OC1CN(C(NC2C=CC(Cl)=C([N+]([O-])=O)C=2)=O)C1)C1C=CC(Cl)=CC=1.